Task: Predict the product of the given reaction.. Dataset: Forward reaction prediction with 1.9M reactions from USPTO patents (1976-2016) Given the reactants Cl[C:2]1[S:3][C:4]2[CH:10]=[CH:9][CH:8]=[C:7]([O:11][CH3:12])[C:5]=2[N:6]=1.[NH2:13][C:14]1[CH:19]=[C:18]([Cl:20])[C:17]([OH:21])=[C:16]([Cl:22])[CH:15]=1, predict the reaction product. The product is: [Cl:20][C:18]1[CH:19]=[C:14]([NH2:13])[CH:15]=[C:16]([Cl:22])[C:17]=1[O:21][C:2]1[S:3][C:4]2[CH:10]=[CH:9][CH:8]=[C:7]([O:11][CH3:12])[C:5]=2[N:6]=1.